This data is from Full USPTO retrosynthesis dataset with 1.9M reactions from patents (1976-2016). The task is: Predict the reactants needed to synthesize the given product. (1) The reactants are: [NH:1]1[CH2:9][CH2:8][CH2:7][CH:3]([C:4]([OH:6])=[O:5])[CH2:2]1.C(=O)([O-])[O-].[Na+].[Na+].Cl[C:17]([O:19][CH2:20][C:21]1[CH:26]=[CH:25][CH:24]=[CH:23][CH:22]=1)=[O:18].[OH-].[Na+]. Given the product [CH2:20]([O:19][C:17]([N:1]1[CH2:9][CH2:8][CH2:7][CH:3]([C:4]([OH:6])=[O:5])[CH2:2]1)=[O:18])[C:21]1[CH:26]=[CH:25][CH:24]=[CH:23][CH:22]=1, predict the reactants needed to synthesize it. (2) Given the product [F:1][C:2]1[CH:7]=[CH:6][C:5]([C:8]2[CH:12]=[C:11]([CH2:13][N:14]3[C:15]4[C:20]([CH3:21])=[C:19]([CH3:22])[N:18]=[C:17]([N:23]([CH2:24][C:25]5[CH:30]=[CH:29][C:28]([O:31][CH3:32])=[CH:27][CH:26]=5)[CH2:33][C:34]5[CH:35]=[CH:36][C:37]([O:40][CH3:41])=[CH:38][CH:39]=5)[C:16]=4[N:42]=[C:43]3[CH2:44][CH2:45][CH3:46])[O:10][N:9]=2)=[CH:4][CH:3]=1, predict the reactants needed to synthesize it. The reactants are: [F:1][C:2]1[CH:7]=[CH:6][C:5]([C:8]2[CH:12]=[C:11]([CH2:13][NH:14][C:15]3[C:20]([CH3:21])=[C:19]([CH3:22])[N:18]=[C:17]([N:23]([CH2:33][C:34]4[CH:39]=[CH:38][C:37]([O:40][CH3:41])=[CH:36][CH:35]=4)[CH2:24][C:25]4[CH:30]=[CH:29][C:28]([O:31][CH3:32])=[CH:27][CH:26]=4)[C:16]=3[NH2:42])[O:10][N:9]=2)=[CH:4][CH:3]=1.[C:43](OC)(OC)(OC)[CH2:44][CH2:45][CH3:46].Cl. (3) Given the product [C:1]12([CH2:11][O:12][C:13]3[C:21]([CH2:22][CH3:23])=[CH:20][C:16]([C:17]([NH:62][S:59]([N:55]4[CH2:58][CH2:57][CH2:56]4)(=[O:61])=[O:60])=[O:19])=[C:15]([F:25])[CH:14]=3)[CH2:8][CH:7]3[CH2:9][CH:3]([CH2:4][CH:5]([CH2:6]3)[CH2:10]1)[CH2:2]2, predict the reactants needed to synthesize it. The reactants are: [C:1]12([CH2:11][O:12][C:13]3[C:21]([CH:22]4C[CH2:23]4)=[CH:20][C:16]([C:17]([OH:19])=O)=[C:15]([F:25])[CH:14]=3)[CH2:10][CH:5]3[CH2:6][CH:7]([CH2:9][CH:3]([CH2:4]3)[CH2:2]1)[CH2:8]2.C12(COC3C(CC)=CC(C(O)=O)=C(F)C=3)CC3CC(CC(C3)C1)C2.CS(N)(=O)=O.[N:55]1([S:59]([NH2:62])(=[O:61])=[O:60])[CH2:58][CH2:57][CH2:56]1. (4) Given the product [C:1]([O:5][C:6]([N:8]1[CH2:13][CH2:12][CH:11]([NH:19][C:18]2[CH:20]=[CH:21][CH:22]=[CH:23][C:17]=2[C:16]([F:15])([F:24])[F:25])[CH2:10][CH2:9]1)=[O:7])([CH3:4])([CH3:3])[CH3:2], predict the reactants needed to synthesize it. The reactants are: [C:1]([O:5][C:6]([N:8]1[CH2:13][CH2:12][C:11](=O)[CH2:10][CH2:9]1)=[O:7])([CH3:4])([CH3:3])[CH3:2].[F:15][C:16]([F:25])([F:24])[C:17]1[CH:23]=[CH:22][CH:21]=[CH:20][C:18]=1[NH2:19].C(O)(=O)C.C(O[BH-](OC(=O)C)OC(=O)C)(=O)C.[Na+]. (5) Given the product [Br:1][C:2]1[CH:3]=[N:4][N:5]([CH:8]2[CH2:9][CH2:10][CH2:11][CH2:12][O:7]2)[CH:6]=1, predict the reactants needed to synthesize it. The reactants are: [Br:1][C:2]1[CH:3]=[N:4][NH:5][CH:6]=1.[O:7]1[CH:12]=[CH:11][CH2:10][CH2:9][CH2:8]1.FC(F)(F)C(O)=O.C(OCC)(=O)C.CCCCCC. (6) Given the product [Cl:10][C:11]1[CH:16]=[CH:15][C:14]([CH:4]([C:3]2[CH:6]=[CH:7][CH:8]=[CH:9][C:2]=2[Br:1])[OH:5])=[CH:13][CH:12]=1, predict the reactants needed to synthesize it. The reactants are: [Br:1][C:2]1[CH:9]=[CH:8][CH:7]=[CH:6][C:3]=1[CH:4]=[O:5].[Cl:10][C:11]1[CH:16]=[CH:15][C:14]([Mg]Br)=[CH:13][CH:12]=1.[Cl-].[NH4+]. (7) Given the product [C:2]([C:7]1[O:11][C:10]([CH2:12][N:13]2[N:17]=[C:16]([NH:18][C:27](=[O:28])/[CH:26]=[CH:25]/[C:20]3[CH:21]=[CH:22][CH:23]=[CH:24][C:19]=3[CH3:30])[CH:15]=[N:14]2)=[CH:9][CH:8]=1)(=[O:6])[CH3:1], predict the reactants needed to synthesize it. The reactants are: [CH3:1][C:2]1([C:7]2[O:11][C:10]([CH2:12][N:13]3[N:17]=[C:16]([NH2:18])[CH:15]=[N:14]3)=[CH:9][CH:8]=2)[O:6]CCO1.[C:19]1([CH3:30])[CH:24]=[CH:23][CH:22]=[CH:21][C:20]=1/[CH:25]=[CH:26]/[C:27](O)=[O:28].